This data is from Peptide-MHC class II binding affinity with 134,281 pairs from IEDB. The task is: Regression. Given a peptide amino acid sequence and an MHC pseudo amino acid sequence, predict their binding affinity value. This is MHC class II binding data. (1) The peptide sequence is DYDVVYLKPLAGMYK. The MHC is DRB5_0101 with pseudo-sequence DRB5_0101. The binding affinity (normalized) is 1.00. (2) The peptide sequence is KGILGFVFTLTVPSERGLQR. The MHC is DRB1_0401 with pseudo-sequence DRB1_0401. The binding affinity (normalized) is 0.525. (3) The MHC is HLA-DQA10104-DQB10503 with pseudo-sequence HLA-DQA10104-DQB10503. The binding affinity (normalized) is 0.117. The peptide sequence is MSSKFPELGMNASHC.